This data is from Forward reaction prediction with 1.9M reactions from USPTO patents (1976-2016). The task is: Predict the product of the given reaction. (1) Given the reactants [Br:1][C:2]1[CH:3]=[N:4][C:5]2[N:6]([N:8]=[C:9]([C:11]([OH:13])=O)[CH:10]=2)[CH:7]=1.[S:14]1[CH:18]=[CH:17][CH:16]=[C:15]1[C:19]1[N:23]2[CH2:24][CH2:25][NH:26][CH2:27][C:22]2=[CH:21][CH:20]=1, predict the reaction product. The product is: [Br:1][C:2]1[CH:3]=[N:4][C:5]2[N:6]([N:8]=[C:9]([C:11]([N:26]3[CH2:25][CH2:24][N:23]4[C:19]([C:15]5[S:14][CH:18]=[CH:17][CH:16]=5)=[CH:20][CH:21]=[C:22]4[CH2:27]3)=[O:13])[CH:10]=2)[CH:7]=1. (2) Given the reactants [Br:1][C:2]1[CH:10]=[CH:9][C:5]([C:6]([OH:8])=[O:7])=[C:4]([CH3:11])[CH:3]=1.S(=O)(=O)(O)O.[CH3:17]O, predict the reaction product. The product is: [CH3:17][O:7][C:6](=[O:8])[C:5]1[CH:9]=[CH:10][C:2]([Br:1])=[CH:3][C:4]=1[CH3:11].